This data is from Full USPTO retrosynthesis dataset with 1.9M reactions from patents (1976-2016). The task is: Predict the reactants needed to synthesize the given product. (1) Given the product [Br:8][C:9]1[CH:21]=[CH:20][C:19]2[C:18]3[C:13](=[CH:14][CH:15]=[CH:16][CH:17]=3)[N:12]([C:2]3[CH:7]=[CH:6][CH:5]=[CH:4][CH:3]=3)[C:11]=2[CH:10]=1, predict the reactants needed to synthesize it. The reactants are: I[C:2]1[CH:7]=[CH:6][CH:5]=[CH:4][CH:3]=1.[Br:8][C:9]1[CH:21]=[CH:20][C:19]2[C:18]3[C:13](=[CH:14][CH:15]=[CH:16][CH:17]=3)[NH:12][C:11]=2[CH:10]=1.CC(C)([O-])C.[Na+].C(P(C(C)(C)C)C(C)(C)C)(C)(C)C. (2) Given the product [C:28]([O:32][C:33]([N:8]1[C:9]2[C:5](=[CH:4][CH:3]=[C:2]([Cl:1])[CH:10]=2)/[C:6](=[CH:12]/[C:13]2[CH:18]=[C:17]([Cl:19])[CH:16]=[CH:15][C:14]=2[O:20][CH2:21][CH:22]2[CH2:27][CH2:26][O:25][CH2:24][CH2:23]2)/[C:7]1=[O:11])=[CH2:44])([CH3:29])([CH3:30])[CH3:31], predict the reactants needed to synthesize it. The reactants are: [Cl:1][C:2]1[CH:10]=[C:9]2[C:5](/[C:6](=[CH:12]/[C:13]3[CH:18]=[C:17]([Cl:19])[CH:16]=[CH:15][C:14]=3[O:20][CH2:21][CH:22]3[CH2:27][CH2:26][O:25][CH2:24][CH2:23]3)/[C:7](=[O:11])[NH:8]2)=[CH:4][CH:3]=1.[C:28]([O:32][C:33](O[C:33]([O:32][C:28]([CH3:31])([CH3:30])[CH3:29])=O)=O)([CH3:31])([CH3:30])[CH3:29].Cl[CH2:44]Cl. (3) Given the product [CH2:1]([O:3][C:4]([C:6]1[C:7]([O:23][C:26](=[O:27])[C:25]([CH3:30])([CH3:29])[CH3:24])=[C:8]2[C:15]([C:16]3[CH:21]=[CH:20][C:19]([Cl:22])=[CH:18][CH:17]=3)=[N:14][S:13][C:9]2=[C:10]([I:12])[N:11]=1)=[O:5])[CH3:2], predict the reactants needed to synthesize it. The reactants are: [CH2:1]([O:3][C:4]([C:6]1[C:7]([OH:23])=[C:8]2[C:15]([C:16]3[CH:21]=[CH:20][C:19]([Cl:22])=[CH:18][CH:17]=3)=[N:14][S:13][C:9]2=[C:10]([I:12])[N:11]=1)=[O:5])[CH3:2].[CH3:24][C:25]([CH3:30])([CH3:29])[C:26](Cl)=[O:27].CCN(CC)CC. (4) Given the product [CH2:1]([N:13]1[C:17]([CH3:18])=[CH:16][CH:15]=[C:14]1[C:19]1[CH:24]=[CH:23][C:22]([O:25][C@H:27]([CH2:33][C:34]2[CH:35]=[CH:36][CH:37]=[CH:38][CH:39]=2)[C:28]([O:30][CH2:31][CH3:32])=[O:29])=[CH:21][CH:20]=1)[CH2:2][CH2:3][CH2:4][CH2:5][CH2:6][CH2:7][CH2:8][CH2:9][CH2:10][CH2:11][CH3:12], predict the reactants needed to synthesize it. The reactants are: [CH2:1]([N:13]1[C:17]([CH3:18])=[CH:16][CH:15]=[C:14]1[C:19]1[CH:24]=[CH:23][C:22]([OH:25])=[CH:21][CH:20]=1)[CH2:2][CH2:3][CH2:4][CH2:5][CH2:6][CH2:7][CH2:8][CH2:9][CH2:10][CH2:11][CH3:12].O[C@@H:27]([CH2:33][C:34]1[CH:39]=[CH:38][CH:37]=[CH:36][CH:35]=1)[C:28]([O:30][CH2:31][CH3:32])=[O:29].C1(P(C2C=CC=CC=2)C2C=CC=CC=2)C=CC=CC=1.N(C(OCC)=O)=NC(OCC)=O.